Dataset: Forward reaction prediction with 1.9M reactions from USPTO patents (1976-2016). Task: Predict the product of the given reaction. (1) Given the reactants [Cl:1][C:2]1[CH:30]=[CH:29][CH:28]=[C:27]([Cl:31])[C:3]=1[CH2:4][CH:5]1[CH2:9][CH2:8][N:7]([CH:10]2[CH2:15][CH2:14][CH2:13][N:12](C(OCC3C=CC=CC=3)=O)[CH2:11]2)[C:6]1=[O:26], predict the reaction product. The product is: [Cl:1][C:2]1[CH:30]=[CH:29][CH:28]=[C:27]([Cl:31])[C:3]=1[CH2:4][CH:5]1[CH2:9][CH2:8][N:7]([CH:10]2[CH2:15][CH2:14][CH2:13][NH:12][CH2:11]2)[C:6]1=[O:26]. (2) Given the reactants [Cl:1][C:2]1[C:7]([C:8]([O:10]C)=[O:9])=[C:6]([CH3:12])[C:5]([F:13])=[CH:4][CH:3]=1.[OH-].[Na+].Cl, predict the reaction product. The product is: [Cl:1][C:2]1[C:7]([C:8]([OH:10])=[O:9])=[C:6]([CH3:12])[C:5]([F:13])=[CH:4][CH:3]=1. (3) Given the reactants [OH:1][CH:2]([C:7]1[N:12]([CH3:13])[C:11](=[O:14])[C:10]2[NH:15][CH:16]=[CH:17][C:9]=2[C:8]=1[C:18]1[C:19]([CH3:28])=[C:20]2[C:25](=[CH:26][CH:27]=1)[O:24][CH2:23][CH2:22][CH2:21]2)[C:3]([O:5][CH3:6])=[O:4].C(O[C:33]([CH3:36])([CH3:35])[CH3:34])(=O)C.Cl(O)(=O)(=O)=O, predict the reaction product. The product is: [C:33]([O:1][CH:2]([C:7]1[N:12]([CH3:13])[C:11](=[O:14])[C:10]2[NH:15][CH:16]=[CH:17][C:9]=2[C:8]=1[C:18]1[C:19]([CH3:28])=[C:20]2[C:25](=[CH:26][CH:27]=1)[O:24][CH2:23][CH2:22][CH2:21]2)[C:3]([O:5][CH3:6])=[O:4])([CH3:36])([CH3:35])[CH3:34].